Dataset: Forward reaction prediction with 1.9M reactions from USPTO patents (1976-2016). Task: Predict the product of the given reaction. (1) Given the reactants [CH3:1][C:2]1[C:11]([C:12]2[N:16]([CH3:17])[N:15]=[CH:14][CH:13]=2)=[CH:10][CH:9]=[CH:8][C:3]=1[C:4]([O:6][CH3:7])=[O:5].[Cl:18]N1C(=O)CCC1=O, predict the reaction product. The product is: [Cl:18][C:13]1[CH:14]=[N:15][N:16]([CH3:17])[C:12]=1[C:11]1[C:2]([CH3:1])=[C:3]([CH:8]=[CH:9][CH:10]=1)[C:4]([O:6][CH3:7])=[O:5]. (2) Given the reactants [C:1]([C:3]1[N:8]=[CH:7][C:6]([C:9]([OH:11])=O)=[CH:5][CH:4]=1)#[N:2].C(OC([N:19]1[CH2:24][CH2:23][O:22][C@H:21]([C:25]2[CH:30]=[CH:29][C:28]([NH2:31])=[C:27]([Cl:32])[CH:26]=2)[CH2:20]1)=O)(C)(C)C, predict the reaction product. The product is: [ClH:32].[Cl:32][C:27]1[CH:26]=[C:25]([C@H:21]2[O:22][CH2:23][CH2:24][NH:19][CH2:20]2)[CH:30]=[CH:29][C:28]=1[NH:31][C:9](=[O:11])[C:6]1[CH:5]=[CH:4][C:3]([C:1]#[N:2])=[N:8][CH:7]=1. (3) Given the reactants [CH2:1]([OH:6])[CH2:2][CH2:3][CH2:4][CH3:5].[CH3:7][CH:8]([CH2:11]C)[CH2:9]O, predict the reaction product. The product is: [CH2:1]([OH:6])[CH2:2][CH2:3][CH2:4][CH2:5][CH2:7][CH:8]([CH3:11])[CH3:9]. (4) Given the reactants Cl[CH2:2][CH2:3][CH2:4][CH2:5][N:6]1[C:12]2[CH:13]=[CH:14][CH:15]=[CH:16][C:11]=2[C:10](=[O:17])[CH2:9][CH2:8][C:7]1=[O:18].[C:19]([C:23]1[N:28]=[C:27]([N:29]2[CH2:34][CH2:33][NH:32][CH2:31][CH2:30]2)[CH:26]=[C:25]([C:35]([F:38])([F:37])[F:36])[N:24]=1)([CH3:22])([CH3:21])[CH3:20].C(N(CC)CC)C.C(OCC)(=O)C, predict the reaction product. The product is: [C:19]([C:23]1[N:28]=[C:27]([N:29]2[CH2:30][CH2:31][N:32]([CH2:2][CH2:3][CH2:4][CH2:5][N:6]3[C:12]4[CH:13]=[CH:14][CH:15]=[CH:16][C:11]=4[C:10](=[O:17])[CH2:9][CH2:8][C:7]3=[O:18])[CH2:33][CH2:34]2)[CH:26]=[C:25]([C:35]([F:36])([F:37])[F:38])[N:24]=1)([CH3:22])([CH3:20])[CH3:21].